The task is: Predict the reactants needed to synthesize the given product.. This data is from Full USPTO retrosynthesis dataset with 1.9M reactions from patents (1976-2016). (1) Given the product [F:40][C:41]1[CH:42]=[C:43]([CH:59]=[CH:60][CH:61]=1)[CH2:44][N:45]1[CH:49]=[C:48]([C:2]2[C:10]3[C:5](=[N:6][CH:7]=[C:8]([C:11]4[CH:16]=[CH:15][C:14]([C:17]5[CH2:22][CH2:21][N:20]([C:23]([O:25][C:26]([CH3:29])([CH3:27])[CH3:28])=[O:24])[CH2:19][CH:18]=5)=[CH:13][CH:12]=4)[CH:9]=3)[N:4]([S:30]([C:33]3[CH:34]=[CH:35][C:36]([CH3:37])=[CH:38][CH:39]=3)(=[O:31])=[O:32])[CH:3]=2)[CH:47]=[N:46]1, predict the reactants needed to synthesize it. The reactants are: I[C:2]1[C:10]2[C:5](=[N:6][CH:7]=[C:8]([C:11]3[CH:16]=[CH:15][C:14]([C:17]4[CH2:22][CH2:21][N:20]([C:23]([O:25][C:26]([CH3:29])([CH3:28])[CH3:27])=[O:24])[CH2:19][CH:18]=4)=[CH:13][CH:12]=3)[CH:9]=2)[N:4]([S:30]([C:33]2[CH:39]=[CH:38][C:36]([CH3:37])=[CH:35][CH:34]=2)(=[O:32])=[O:31])[CH:3]=1.[F:40][C:41]1[CH:42]=[C:43]([CH:59]=[CH:60][CH:61]=1)[CH2:44][N:45]1[CH:49]=[C:48](B2OC(C)(C)C(C)(C)O2)[CH:47]=[N:46]1.C(=O)([O-])[O-].[Na+].[Na+]. (2) The reactants are: [C:1]1([CH:7]([C:14]2[CH:19]=[CH:18][CH:17]=[CH:16][CH:15]=2)[CH2:8][CH2:9][NH:10][CH2:11][CH2:12][OH:13])[CH:6]=[CH:5][CH:4]=[CH:3][CH:2]=1.N1C=CC=CC=1.[CH:26]1[CH:31]=[CH:30][C:29]([CH2:32][O:33][C:34](Cl)=[O:35])=[CH:28][CH:27]=1. Given the product [C:1]1([CH:7]([C:14]2[CH:19]=[CH:18][CH:17]=[CH:16][CH:15]=2)[CH2:8][CH2:9][N:10]([CH2:11][CH2:12][OH:13])[C:34](=[O:35])[O:33][CH2:32][C:29]2[CH:30]=[CH:31][CH:26]=[CH:27][CH:28]=2)[CH:2]=[CH:3][CH:4]=[CH:5][CH:6]=1, predict the reactants needed to synthesize it. (3) Given the product [CH:1]1([CH2:4][N:5]2[CH:10]=[C:9]([C:24]3[CH:29]=[CH:28][CH:27]=[CH:26][CH:25]=3)[CH:8]=[C:7]([NH:12][C:13](=[O:22])[O:14][CH2:15][C:16]3[CH:21]=[CH:20][CH:19]=[CH:18][CH:17]=3)[C:6]2=[O:23])[CH2:3][CH2:2]1, predict the reactants needed to synthesize it. The reactants are: [CH:1]1([CH2:4][N:5]2[CH:10]=[C:9](I)[CH:8]=[C:7]([NH:12][C:13](=[O:22])[O:14][CH2:15][C:16]3[CH:21]=[CH:20][CH:19]=[CH:18][CH:17]=3)[C:6]2=[O:23])[CH2:3][CH2:2]1.[C:24]1(B(O)O)[CH:29]=[CH:28][CH:27]=[CH:26][CH:25]=1.C(=O)([O-])[O-].[Na+].[Na+]. (4) Given the product [Br:22][C:23]1[CH:24]=[C:25]([C@@H:29]([C:44]2([OH:49])[CH2:48][CH2:47][CH2:46][CH2:45]2)[NH:30][C:31]([C:33]2[C:38]([N:1]3[CH:5]=[CH:4][CH:3]=[N:2]3)=[C:37]([C:40]([F:41])([F:42])[F:43])[CH:36]=[CH:35][N:34]=2)=[O:32])[CH:26]=[CH:27][CH:28]=1, predict the reactants needed to synthesize it. The reactants are: [NH:1]1[CH:5]=[CH:4][CH:3]=[N:2]1.C(=O)([O-])[O-].[Cs+].[Cs+].CNC1CCCCC1NC.[Br:22][C:23]1[CH:24]=[C:25]([C@@H:29]([C:44]2([OH:49])[CH2:48][CH2:47][CH2:46][CH2:45]2)[NH:30][C:31]([C:33]2[C:38](Cl)=[C:37]([C:40]([F:43])([F:42])[F:41])[CH:36]=[CH:35][N:34]=2)=[O:32])[CH:26]=[CH:27][CH:28]=1. (5) Given the product [Cl:21][C:4]1[CH:5]=[C:6]([N:8]2[CH2:12][CH2:11][C@@H:10]([NH:13][C:14](=[O:20])[O:15][C:16]([CH3:19])([CH3:18])[CH3:17])[CH2:9]2)[CH:7]=[C:2]([NH:29][CH2:28][C:27]2[CH:30]=[CH:31][C:24]([O:23][CH3:22])=[CH:25][CH:26]=2)[N:3]=1, predict the reactants needed to synthesize it. The reactants are: Cl[C:2]1[CH:7]=[C:6]([N:8]2[CH2:12][CH2:11][C@@H:10]([NH:13][C:14](=[O:20])[O:15][C:16]([CH3:19])([CH3:18])[CH3:17])[CH2:9]2)[CH:5]=[C:4]([Cl:21])[N:3]=1.[CH3:22][O:23][C:24]1[CH:31]=[CH:30][C:27]([CH2:28][NH2:29])=[CH:26][CH:25]=1.ClC1C=C(N2CCCC2NC(OC(C)(C)C)=O)C=C(NCC2C=CC(OC)=CC=2)N=1. (6) Given the product [CH2:24]([NH:26][C:27]([N:21]1[CH2:20][CH2:19][CH:18]([NH:17][C:4]2[CH:5]=[CH:6][C:7]([C:8](=[O:9])[C:10]3[CH:15]=[CH:14][CH:13]=[CH:12][C:11]=3[F:16])=[C:2]([NH2:1])[N:3]=2)[CH2:23][CH2:22]1)=[O:28])[CH3:25], predict the reactants needed to synthesize it. The reactants are: [NH2:1][C:2]1[C:7]([C:8]([C:10]2[CH:15]=[CH:14][CH:13]=[CH:12][C:11]=2[F:16])=[O:9])=[CH:6][CH:5]=[C:4]([NH:17][CH:18]2[CH2:23][CH2:22][NH:21][CH2:20][CH2:19]2)[N:3]=1.[CH2:24]([N:26]=[C:27]=[O:28])[CH3:25]. (7) Given the product [S:33]1[CH:34]=[CH:35][CH:36]=[C:32]1[CH2:31][NH:30][C:26]1[CH:25]=[C:24]([C:23]2[C:18]3[C:19](=[N:20][C:15]([NH:14][CH:11]4[CH2:12][CH2:13][CH:8]([NH2:7])[CH2:9][CH2:10]4)=[N:16][CH:17]=3)[NH:21][N:22]=2)[CH:29]=[CH:28][CH:27]=1, predict the reactants needed to synthesize it. The reactants are: C(OC(=O)[NH:7][CH:8]1[CH2:13][CH2:12][CH:11]([NH:14][C:15]2[N:20]=[C:19]3[N:21](COCC[Si](C)(C)C)[N:22]=[C:23]([C:24]4[CH:29]=[CH:28][CH:27]=[C:26]([NH:30][CH2:31][C:32]5[S:33][CH:34]=[CH:35][CH:36]=5)[CH:25]=4)[C:18]3=[CH:17][N:16]=2)[CH2:10][CH2:9]1)(C)(C)C.C(O)(C(F)(F)F)=O.